Dataset: Human liver microsome stability data. Task: Regression/Classification. Given a drug SMILES string, predict its absorption, distribution, metabolism, or excretion properties. Task type varies by dataset: regression for continuous measurements (e.g., permeability, clearance, half-life) or binary classification for categorical outcomes (e.g., BBB penetration, CYP inhibition). Dataset: hlm. (1) The molecule is CN1CC[C@@](NC(=O)c2ccc3c(C4CCCCC4)c(-c4ccccn4)n(C)c3c2)(C(=O)Nc2ccc(C=CC(=O)O)cc2)C1. The result is 0 (unstable in human liver microsomes). (2) The molecule is CNS(=O)(=O)c1ccc(C(F)(F)F)cc1. The result is 0 (unstable in human liver microsomes). (3) The compound is N#Cc1ccc(-c2cnc3cnc(-c4ccc(C(=O)N5CCOCC5)cc4)cn23)cc1. The result is 0 (unstable in human liver microsomes).